Dataset: Full USPTO retrosynthesis dataset with 1.9M reactions from patents (1976-2016). Task: Predict the reactants needed to synthesize the given product. (1) Given the product [F:28][C:25]1([F:29])[CH2:24][CH2:23][C:22]([CH2:21][NH:20][C:4]([C:6]2[CH:7]=[C:8]([CH2:16][CH2:17][O:18][CH3:19])[N:9]3[C:14]=2[C:13]([CH3:15])=[CH:12][CH:11]=[CH:10]3)=[O:5])([OH:30])[CH2:27][CH2:26]1, predict the reactants needed to synthesize it. The reactants are: C(O[C:4]([C:6]1[CH:7]=[C:8]([CH2:16][CH2:17][O:18][CH3:19])[N:9]2[C:14]=1[C:13]([CH3:15])=[CH:12][CH:11]=[CH:10]2)=[O:5])C.[NH2:20][CH2:21][C:22]1([OH:30])[CH2:27][CH2:26][C:25]([F:29])([F:28])[CH2:24][CH2:23]1. (2) Given the product [CH3:14][O:13][C:11](=[O:12])[C:10]([NH:6][C:5]1[CH:7]=[CH:8][C:2]([F:1])=[CH:3][CH:4]=1)=[O:15], predict the reactants needed to synthesize it. The reactants are: [F:1][C:2]1[CH:8]=[CH:7][C:5]([NH2:6])=[CH:4][CH:3]=1.Cl[C:10](=[O:15])[C:11]([O:13][CH3:14])=[O:12]. (3) Given the product [Cl:1][C:2]1[C:7]([C:8]2[CH:9]=[N:10][C:11]([C:16]([F:19])([F:18])[F:17])=[CH:12][C:13]=2[C:14]#[N:15])=[CH:6][C:5]([S:20]([N:33]([CH3:32])[C:34]2[CH:39]=[CH:38][CH:37]=[CH:36][CH:35]=2)(=[O:22])=[O:21])=[C:4]([O:24][CH3:25])[CH:3]=1, predict the reactants needed to synthesize it. The reactants are: [Cl:1][C:2]1[C:7]([C:8]2[CH:9]=[N:10][C:11]([C:16]([F:19])([F:18])[F:17])=[CH:12][C:13]=2[C:14]#[N:15])=[CH:6][C:5]([S:20](Cl)(=[O:22])=[O:21])=[C:4]([O:24][CH3:25])[CH:3]=1.N1C=CC=CC=1.[CH3:32][NH:33][C:34]1[CH:39]=[CH:38][CH:37]=[CH:36][CH:35]=1.Cl. (4) Given the product [CH2:1]([C:11]1[CH:20]=[CH:19][C:18]2[C:13](=[CH:14][C:15]3[O:49][C:22]4=[CH:23][C:24]5[C:28]6[CH:29]=[C:30]7[C:35](=[CH:36][C:37]=6[O:27][C:25]=5[CH:26]=[C:21]4[C:16]=3[CH:17]=2)[CH:34]=[C:33]([CH2:39][CH2:40][CH2:41][CH2:42][CH2:43][CH2:44][CH2:45][CH2:46][CH2:47][CH3:48])[CH:32]=[CH:31]7)[CH:12]=1)[CH2:2][CH2:3][CH2:4][CH2:5][CH2:6][CH2:7][CH2:8][CH2:9][CH3:10], predict the reactants needed to synthesize it. The reactants are: [CH2:1]([C:11]1[CH:12]=[C:13]2[C:18](=[CH:19][CH:20]=1)[CH:17]=[C:16]([C:21]1[CH:26]=[C:25]([OH:27])[C:24]([C:28]3[C:37](O)=[CH:36][C:35]4[C:30](=[CH:31][CH:32]=[C:33]([CH2:39][CH2:40][CH2:41][CH2:42][CH2:43][CH2:44][CH2:45][CH2:46][CH2:47][CH3:48])[CH:34]=4)[CH:29]=3)=[CH:23][C:22]=1[OH:49])[C:15](O)=[CH:14]2)[CH2:2][CH2:3][CH2:4][CH2:5][CH2:6][CH2:7][CH2:8][CH2:9][CH3:10]. (5) The reactants are: C([O:3][C:4](=[O:20])[CH2:5][C:6]1[CH:11]=[CH:10][CH:9]=[CH:8][C:7]=1[O:12][CH2:13][CH2:14][N:15]1[CH:19]=[CH:18][N:17]=[CH:16]1)C. Given the product [N:15]1([CH2:14][CH2:13][O:12][C:7]2[CH:8]=[CH:9][CH:10]=[CH:11][C:6]=2[CH2:5][C:4]([OH:20])=[O:3])[CH:19]=[CH:18][N:17]=[CH:16]1, predict the reactants needed to synthesize it. (6) Given the product [C:1]1([C:25]2[CH:26]=[CH:27][CH:28]=[CH:29][CH:30]=2)[CH:6]=[CH:5][C:4]([CH2:7][C@@H:8]([NH:15][C:16]([C:18]2[CH:23]=[N:22][C:21]([OH:24])=[N:20][CH:19]=2)=[O:17])[CH2:9][C@H:10]([C:11](=[O:12])[NH2:32])[OH:14])=[CH:3][CH:2]=1, predict the reactants needed to synthesize it. The reactants are: [C:1]1([C:25]2[CH:30]=[CH:29][CH:28]=[CH:27][CH:26]=2)[CH:6]=[CH:5][C:4]([CH2:7][C@@H:8]([NH:15][C:16]([C:18]2[CH:19]=[N:20][C:21]([OH:24])=[N:22][CH:23]=2)=[O:17])[CH2:9][C@@H:10]([OH:14])[C:11](O)=[O:12])=[CH:3][CH:2]=1.C[N:32](C(ON1N=NC2C=CC=NC1=2)=[N+](C)C)C.F[P-](F)(F)(F)(F)F.N.CCN(C(C)C)C(C)C.